Dataset: Forward reaction prediction with 1.9M reactions from USPTO patents (1976-2016). Task: Predict the product of the given reaction. Given the reactants [CH3:1][C:2]1[CH:3]=[C:4]([CH:26]=[CH:27][C:28]=1[N+:29]([O-])=O)[O:5][C:6]1[CH:11]=[CH:10][N:9]=[C:8]([NH:12][C:13]2[CH:18]=[CH:17][C:16]([N:19]3[CH2:24][CH2:23][N:22]([CH3:25])[CH2:21][CH2:20]3)=[CH:15][CH:14]=2)[N:7]=1, predict the reaction product. The product is: [NH2:29][C:28]1[CH:27]=[CH:26][C:4]([O:5][C:6]2[CH:11]=[CH:10][N:9]=[C:8]([NH:12][C:13]3[CH:18]=[CH:17][C:16]([N:19]4[CH2:20][CH2:21][N:22]([CH3:25])[CH2:23][CH2:24]4)=[CH:15][CH:14]=3)[N:7]=2)=[CH:3][C:2]=1[CH3:1].